Dataset: Full USPTO retrosynthesis dataset with 1.9M reactions from patents (1976-2016). Task: Predict the reactants needed to synthesize the given product. (1) Given the product [CH:14]1([C:2]2[CH:7]=[CH:6][CH:5]=[C:4]([F:8])[C:3]=2[O:9][CH2:10][O:11][CH3:12])[CH2:19][CH2:18][CH2:17][CH2:16][CH2:15]1, predict the reactants needed to synthesize it. The reactants are: Br[C:2]1[CH:7]=[CH:6][CH:5]=[C:4]([F:8])[C:3]=1[O:9][CH2:10][O:11][CH3:12].[Br-].[CH:14]1([Zn+])[CH2:19][CH2:18][CH2:17][CH2:16][CH2:15]1. (2) Given the product [Cl:1][C:2]1[CH:3]=[CH:4][C:5]([C:8]2[S:9][C:10]([CH2:13][O:14][C:15]3[CH2:19][CH2:18][C:17](=[O:20])[CH:16]=3)=[CH:11][N:12]=2)=[CH:6][CH:7]=1, predict the reactants needed to synthesize it. The reactants are: [Cl:1][C:2]1[CH:7]=[CH:6][C:5]([C:8]2[S:9][C:10]([CH2:13][OH:14])=[CH:11][N:12]=2)=[CH:4][CH:3]=1.[C:15]1(=O)[CH2:19][CH2:18][C:17](=[O:20])[CH2:16]1.C1(P(C2C=CC=CC=2)C2C=CC=CC=2)C=CC=CC=1.CC(OC(/N=N/C(OC(C)C)=O)=O)C.